This data is from Reaction yield outcomes from USPTO patents with 853,638 reactions. The task is: Predict the reaction yield, written as a fraction of the theoretical maximum amount of product (1.0 means a 100% yield; for example, 0.34 means a 34% yield). (1) The yield is 0.770. The product is [F:18][C:19]([F:30])([F:29])[C:20]1[CH:25]=[CH:24][C:23]([C:2]2[CH:7]=[CH:6][CH:5]=[CH:4][C:3]=2[C:8]2[CH:13]=[CH:12][C:11]([S:14]([CH3:17])(=[O:16])=[O:15])=[CH:10][CH:9]=2)=[CH:22][CH:21]=1. The reactants are Br[C:2]1[CH:7]=[CH:6][CH:5]=[CH:4][C:3]=1[C:8]1[CH:13]=[CH:12][C:11]([S:14]([CH3:17])(=[O:16])=[O:15])=[CH:10][CH:9]=1.[F:18][C:19]([F:30])([F:29])[C:20]1[CH:25]=[CH:24][C:23](B(O)O)=[CH:22][CH:21]=1. No catalyst specified. (2) The reactants are C(OC(=O)[NH:7][C@H:8]1[CH2:13][CH2:12][C@@H:11]([C:14](=[O:26])[NH:15][CH2:16][C:17]2[CH:22]=[CH:21][CH:20]=[C:19]([N+:23]([O-:25])=[O:24])[CH:18]=2)[CH2:10][CH2:9]1)(C)(C)C.[ClH:28].C([O:31]CC)C. The catalyst is C(O)(C(F)(F)F)=O.C(Cl)Cl. The product is [ClH:28].[N+:23]([C:19]1[CH:18]=[C:17]([CH:22]=[CH:21][CH:20]=1)[C:16]([NH2:15])=[O:31])([O-:25])=[O:24].[NH2:7][C@@H:8]1[CH2:9][CH2:10][C@H:11]([C:14]([OH:26])=[O:31])[CH2:12][CH2:13]1. The yield is 0.950.